This data is from Full USPTO retrosynthesis dataset with 1.9M reactions from patents (1976-2016). The task is: Predict the reactants needed to synthesize the given product. (1) Given the product [Br:30][C:27]1[N:26]=[C:25]([C:31](=[O:34])[NH:32][CH3:33])[C:24]([NH:23][C:21]2[C:20]([C:35]([F:38])([F:36])[F:37])=[CH:19][N:18]=[C:17]([NH:16][C:13]3[CH:14]=[CH:15][C:10]([CH2:9][P:4](=[O:5])([OH:8])[O:3][CH2:1][CH3:2])=[CH:11][C:12]=3[O:39][CH3:40])[N:22]=2)=[CH:29][CH:28]=1, predict the reactants needed to synthesize it. The reactants are: [CH2:1]([O:3][P:4]([CH2:9][C:10]1[CH:15]=[CH:14][C:13]([NH:16][C:17]2[N:22]=[C:21]([NH:23][C:24]3[C:25]([C:31](=[O:34])[NH:32][CH3:33])=[N:26][C:27]([Br:30])=[CH:28][CH:29]=3)[C:20]([C:35]([F:38])([F:37])[F:36])=[CH:19][N:18]=2)=[C:12]([O:39][CH3:40])[CH:11]=1)(=[O:8])[O:5]CC)[CH3:2].[I-].[Na+]. (2) Given the product [Br:1][C:2]1[CH:7]=[CH:6][C:5]([N:8]2[CH2:11][CH2:12][NH:13][C:14]2=[O:15])=[CH:4][C:3]=1[CH3:9], predict the reactants needed to synthesize it. The reactants are: [Br:1][C:2]1[CH:7]=[CH:6][C:5]([NH2:8])=[CH:4][C:3]=1[CH3:9].Cl[CH2:11][CH2:12][N:13]=[C:14]=[O:15].[H-].[Na+].O. (3) Given the product [CH2:1]([O:3][C:4]([C:5]1[C:6]2[N:13]=[C:17]([C:18]([Cl:21])([Cl:20])[Cl:19])[NH:12][C:7]=2[CH:8]=[CH:9][C:10]=1[F:11])=[O:14])[CH3:2], predict the reactants needed to synthesize it. The reactants are: [CH2:1]([O:3][C:4](=[O:14])[C:5]1[C:10]([F:11])=[CH:9][CH:8]=[C:7]([NH2:12])[C:6]=1[NH2:13])[CH3:2].CO[C:17](=N)[C:18]([Cl:21])([Cl:20])[Cl:19]. (4) Given the product [CH:82]1[CH:81]=[C:76]([C:77]([NH:120][C:12]2[C@H:11]([OH:53])[C@@H:10]3[O:52][C@@H:9]3[C:8](=[O:57])[CH:7]=2)=[O:78])[C:75]([OH:74])=[CH:88][CH:83]=1, predict the reactants needed to synthesize it. The reactants are: CC1[C@@H](OC([C@H](O)[C@@H](NC(C2C=CC=CC=2)=O)C2C=CC=CC=2)=O)C[C@]2(O)C(C)(C)C=1[C@@H](OC(C)=O)C([C@@:7]1(C)[C@H:12]([C@@H]2OC(C2C=CC=CC=2)=O)[C@:11]2([O:53]C(C)=O)C[O:52][C@@H:10]2[CH2:9][C@@H:8]1[OH:57])=O.C[C@H]1O[C@H]2[C@H](O)[C@@H](O)[C@H]([O:74][C@@H:75]3[C:88]4[C:83](=CC5OCOC=5C=4)[C@@H:82](C4C=C(OC)C(O)=C(OC)C=4)[C@@H:81]4[C@@H:76]3[CH2:77][O:78]C4=O)O[C@@H]2CO1.CC[C@@]1(O)CN2C[C@@H](C[C@](C(OC)=O)(C3C=C4[C@]56[C@@H]7[C@](CC)([C@@H](OC(C)=O)[C@](O)(C(OC)=O)[C@@H]5N(C=O)C4=CC=3OC)C=CCN7CC6)C3[NH:120]C4C=CC=CC=4C=3CC2)C1.